The task is: Predict the product of the given reaction.. This data is from Forward reaction prediction with 1.9M reactions from USPTO patents (1976-2016). (1) The product is: [CH2:19]([O:21][C:22]([C:24]1[S:34][C:27]2[N:28]=[C:29]([NH2:33])[N:30]=[C:31]([C:3]3[CH:4]=[CH:5][C:6]([O:8][CH2:9][C:10]4[CH:15]=[CH:14][CH:13]=[CH:12][CH:11]=4)=[CH:7][C:2]=3[CH3:1])[C:26]=2[CH:25]=1)=[O:23])[CH3:20]. Given the reactants [CH3:1][C:2]1[CH:7]=[C:6]([O:8][CH2:9][C:10]2[CH:15]=[CH:14][CH:13]=[CH:12][CH:11]=2)[CH:5]=[CH:4][C:3]=1B(O)O.[CH2:19]([O:21][C:22]([C:24]1[S:34][C:27]2[N:28]=[C:29]([NH2:33])[N:30]=[C:31](Cl)[C:26]=2[CH:25]=1)=[O:23])[CH3:20].C([O-])(O)=O.[Na+], predict the reaction product. (2) Given the reactants [CH2:1]([O:4][C:5]1[CH:13]=[CH:12][C:8]([C:9](O)=[O:10])=[CH:7][C:6]=1[O:14][CH3:15])[C:2]#[CH:3].S(Cl)([Cl:18])=O, predict the reaction product. The product is: [CH2:1]([O:4][C:5]1[CH:13]=[CH:12][C:8]([C:9]([Cl:18])=[O:10])=[CH:7][C:6]=1[O:14][CH3:15])[C:2]#[CH:3]. (3) Given the reactants [NH2:1][C:2]1[N:10]=[CH:9][N:8]=[C:7]2[C:3]=1[N:4]=[CH:5][N:6]2[C@H:11]1[C@@H:15]2[O:16]C(C)(C)[O:18][C@@H:14]2[C@@H:13]([CH2:21][N:22]([CH3:41])[CH2:23][CH2:24][CH2:25][NH:26][C:27]([NH:29][C:30]2[CH:35]=[CH:34][C:33]([Cl:36])=[C:32]([C:37]([F:40])([F:39])[F:38])[CH:31]=2)=[O:28])[O:12]1.C([O-])([O-])=O.[K+].[K+].O, predict the reaction product. The product is: [NH2:1][C:2]1[N:10]=[CH:9][N:8]=[C:7]2[C:3]=1[N:4]=[CH:5][N:6]2[C@@H:11]1[O:12][C@H:13]([CH2:21][N:22]([CH3:41])[CH2:23][CH2:24][CH2:25][NH:26][C:27]([NH:29][C:30]2[CH:35]=[CH:34][C:33]([Cl:36])=[C:32]([C:37]([F:38])([F:40])[F:39])[CH:31]=2)=[O:28])[C@@H:14]([OH:18])[CH:15]1[OH:16].